This data is from Full USPTO retrosynthesis dataset with 1.9M reactions from patents (1976-2016). The task is: Predict the reactants needed to synthesize the given product. (1) Given the product [F:7][C:8]1[CH:13]=[CH:12][C:11]([C:2]2[S:3][CH:4]=[CH:5][CH:6]=2)=[CH:10][CH:9]=1, predict the reactants needed to synthesize it. The reactants are: Br[C:2]1[S:3][CH:4]=[CH:5][CH:6]=1.[F:7][C:8]1[CH:13]=[CH:12][C:11](B(O)O)=[CH:10][CH:9]=1.C([O-])([O-])=O.[Na+].[Na+]. (2) Given the product [CH:1]([O:4][CH2:31][CH:17]1[CH2:18][CH:19]([C:21]2[CH:26]=[CH:25][C:24]([C:27]([F:30])([F:29])[F:28])=[CH:23][CH:22]=2)[CH2:20][N:15]([C:13]([N:7]2[CH2:12][CH2:11][O:10][CH2:9][CH2:8]2)=[O:14])[CH2:16]1)([CH3:3])[CH3:2], predict the reactants needed to synthesize it. The reactants are: [CH:1]([OH:4])([CH3:3])[CH3:2].[H-].[Na+].[N:7]1([C:13]([N:15]2[CH2:20][CH:19]([C:21]3[CH:26]=[CH:25][C:24]([C:27]([F:30])([F:29])[F:28])=[CH:23][CH:22]=3)[CH2:18][CH:17]([CH2:31]S([O-])(=O)=O)[CH2:16]2)=[O:14])[CH2:12][CH2:11][O:10][CH2:9][CH2:8]1.O. (3) Given the product [F:50][C:48]1[CH:49]=[C:44]([CH2:43][C@H:42]([NH:52][C:53](=[O:59])[O:54][C:55]([CH3:57])([CH3:56])[CH3:58])[C:37]2[C:36]([C:2]3[CH:10]=[CH:9][CH:8]=[C:7]4[C:3]=3[CH2:4][C:5](=[O:11])[NH:6]4)=[CH:41][CH:40]=[CH:39][N:38]=2)[CH:45]=[C:46]([F:51])[CH:47]=1, predict the reactants needed to synthesize it. The reactants are: Br[C:2]1[CH:10]=[CH:9][CH:8]=[C:7]2[C:3]=1[CH2:4][C:5](=[O:11])[NH:6]2.CC1(C)C(C)(C)OB(B2OC(C)(C)C(C)(C)O2)O1.CC([O-])=O.[K+].Br[C:36]1[C:37]([C@@H:42]([NH:52][C:53](=[O:59])[O:54][C:55]([CH3:58])([CH3:57])[CH3:56])[CH2:43][C:44]2[CH:49]=[C:48]([F:50])[CH:47]=[C:46]([F:51])[CH:45]=2)=[N:38][CH:39]=[CH:40][CH:41]=1.C([O-])([O-])=O.[K+].[K+]. (4) Given the product [Br:1][C:2]1[CH:7]=[C:6]([CH2:8][CH3:9])[CH:5]=[CH:4][C:3]=1[O:10][CH2:12][CH:13]1[CH2:15][CH2:14]1, predict the reactants needed to synthesize it. The reactants are: [Br:1][C:2]1[CH:7]=[C:6]([CH2:8][CH3:9])[CH:5]=[CH:4][C:3]=1[OH:10].Br[CH2:12][CH:13]1[CH2:15][CH2:14]1. (5) Given the product [C:1]([C:5]1[CH:6]=[C:7]2[C:11](=[CH:12][CH:13]=1)[CH:10]([NH:14][C:16]([NH:15][C:18]1[CH:27]=[CH:26][CH:25]=[C:24]3[C:19]=1[CH:20]=[CH:21][N:22]=[CH:23]3)=[O:17])[CH2:9][CH2:8]2)([CH3:4])([CH3:2])[CH3:3], predict the reactants needed to synthesize it. The reactants are: [C:1]([C:5]1[CH:6]=[C:7]2[C:11](=[CH:12][CH:13]=1)[CH:10]([NH2:14])[CH2:9][CH2:8]2)([CH3:4])([CH3:3])[CH3:2].[N:15]([C:18]1[CH:27]=[CH:26][CH:25]=[C:24]2[C:19]=1[CH:20]=[CH:21][N:22]=[CH:23]2)=[C:16]=[O:17]. (6) Given the product [NH2:1][C:4]1[CH:13]=[CH:12][C:7]2[NH:8][C:9](=[O:11])[S:10][C:6]=2[CH:5]=1, predict the reactants needed to synthesize it. The reactants are: [N+:1]([C:4]1[CH:13]=[CH:12][C:7]2[NH:8][C:9](=[O:11])[S:10][C:6]=2[CH:5]=1)([O-])=O.